Dataset: Full USPTO retrosynthesis dataset with 1.9M reactions from patents (1976-2016). Task: Predict the reactants needed to synthesize the given product. Given the product [CH3:8][O:7][C:6]1[CH:9]=[CH:10][C:3]([N:2]([CH3:1])[C:12]2[C:13]3[S:20][CH:19]=[CH:18][C:14]=3[N:15]=[CH:16][N:17]=2)=[CH:4][CH:5]=1, predict the reactants needed to synthesize it. The reactants are: [CH3:1][NH:2][C:3]1[CH:10]=[CH:9][C:6]([O:7][CH3:8])=[CH:5][CH:4]=1.Cl[C:12]1[C:13]2[S:20][CH:19]=[CH:18][C:14]=2[N:15]=[CH:16][N:17]=1.